The task is: Predict the product of the given reaction.. This data is from Forward reaction prediction with 1.9M reactions from USPTO patents (1976-2016). (1) Given the reactants [Br:1][C:2]1[CH:3]=[CH:4][C:5]([OH:19])=[C:6]([C:8](=[O:18])[CH:9]=[CH:10][C:11]2[CH:16]=[CH:15][CH:14]=[C:13]([Cl:17])[CH:12]=2)[CH:7]=1.[OH-].[Na+], predict the reaction product. The product is: [Br:1][C:2]1[CH:7]=[C:6]2[C:5](=[CH:4][CH:3]=1)[O:19][CH:10]([C:11]1[CH:16]=[CH:15][CH:14]=[C:13]([Cl:17])[CH:12]=1)[CH2:9][C:8]2=[O:18]. (2) Given the reactants [CH3:1][N:2]1[CH:6]=[C:5]([C:7]2[CH:12]=[CH:11][C:10](=[O:13])[N:9]([CH2:14][C:15]3[CH:16]=[C:17]([C:21]4[N:26]=[CH:25][C:24]([N:27]5CCN(C(OC(C)(C)C)=O)CC5)=[CH:23][N:22]=4)[CH:18]=[CH:19][CH:20]=3)[N:8]=2)[CH:4]=[N:3]1.Cl, predict the reaction product. The product is: [NH2:27][C:24]1[CH:23]=[N:22][C:21]([C:17]2[CH:16]=[C:15]([CH:20]=[CH:19][CH:18]=2)[CH2:14][N:9]2[C:10](=[O:13])[CH:11]=[CH:12][C:7]([C:5]3[CH:4]=[N:3][N:2]([CH3:1])[CH:6]=3)=[N:8]2)=[N:26][CH:25]=1. (3) Given the reactants CC([S@]([NH:7][CH:8]([C:10]1[CH:11]=[N:12][C:13]([O:16][CH2:17][C:18]([F:21])([F:20])[F:19])=[CH:14][CH:15]=1)[CH3:9])=O)(C)C.[ClH:22], predict the reaction product. The product is: [ClH:22].[F:21][C:18]([F:19])([F:20])[CH2:17][O:16][C:13]1[N:12]=[CH:11][C:10]([CH:8]([NH2:7])[CH3:9])=[CH:15][CH:14]=1. (4) Given the reactants [Cl:1][C:2]1[N:3]=[C:4]([C:9]([NH:11][C@H:12]2[CH2:17][CH2:16][N:15]([C:18]3[S:19][C:20]([C:25]([O:27][CH2:28][CH3:29])=[O:26])=[C:21]([CH:23]=[O:24])[N:22]=3)[CH2:14][C@H:13]2[O:30][CH2:31][CH3:32])=[O:10])[NH:5][C:6]=1[CH2:7][CH3:8].Cl([O-])=[O:34].[Na+].P([O-])(O)(O)=O.[Na+].CC(=CC)C, predict the reaction product. The product is: [Cl:1][C:2]1[N:3]=[C:4]([C:9]([NH:11][C@H:12]2[CH2:17][CH2:16][N:15]([C:18]3[S:19][C:20]([C:25]([O:27][CH2:28][CH3:29])=[O:26])=[C:21]([C:23]([OH:34])=[O:24])[N:22]=3)[CH2:14][C@H:13]2[O:30][CH2:31][CH3:32])=[O:10])[NH:5][C:6]=1[CH2:7][CH3:8]. (5) Given the reactants [ClH:1].[Cl:2][C:3]1[C:4]([N:12]2[CH2:17][CH2:16][N:15]([C:18](=[O:39])[C@H:19]([C@@H:27]3[CH2:31][CH2:30][CH2:29][N:28]3C(OC(C)(C)C)=O)[C:20]3[CH:25]=[CH:24][C:23]([Cl:26])=[CH:22][CH:21]=3)[CH2:14][CH2:13]2)=[C:5]2[CH:11]=[N:10][NH:9][C:6]2=[N:7][CH:8]=1, predict the reaction product. The product is: [ClH:2].[ClH:1].[Cl:2][C:3]1[C:4]([N:12]2[CH2:13][CH2:14][N:15]([C:18](=[O:39])[C@@H:19]([C:20]3[CH:25]=[CH:24][C:23]([Cl:26])=[CH:22][CH:21]=3)[C@@H:27]3[CH2:31][CH2:30][CH2:29][NH:28]3)[CH2:16][CH2:17]2)=[C:5]2[CH:11]=[N:10][NH:9][C:6]2=[N:7][CH:8]=1. (6) The product is: [Cl:1][C:2]1[CH:3]=[C:4]([C:13]2[C:14]([N:19]3[CH2:24][CH2:23][N:22]([CH2:25][C:26]4[CH:27]=[N:28][N:29]([CH3:31])[CH:30]=4)[CH2:21][CH2:20]3)=[N:15][CH:16]=[CH:17][N:18]=2)[CH:5]=[CH:6][C:7]=1[F:8]. Given the reactants [Cl:1][C:2]1[CH:3]=[C:4](B(O)O)[CH:5]=[CH:6][C:7]=1[F:8].Cl[C:13]1[C:14]([N:19]2[CH2:24][CH2:23][N:22]([CH2:25][C:26]3[CH:27]=[N:28][N:29]([CH3:31])[CH:30]=3)[CH2:21][CH2:20]2)=[N:15][CH:16]=[CH:17][N:18]=1.C(=O)([O-])[O-].[K+].[K+], predict the reaction product. (7) Given the reactants C[O:2][C:3](=[O:38])[C:4]1[CH:9]=[C:8]([O:10][C:11]2[CH:16]=[CH:15][C:14]([CH2:17][NH:18][C:19]([C:21]3[CH:26]=[CH:25][N:24]=[CH:23][CH:22]=3)=[O:20])=[CH:13][CH:12]=2)[CH:7]=[CH:6][C:5]=1[NH:27][S:28]([C:31]1[CH:36]=[CH:35][C:34]([CH3:37])=[CH:33][CH:32]=1)(=[O:30])=[O:29].[Li+].[OH-].OS([O-])(=O)=O.[K+], predict the reaction product. The product is: [N:24]1[CH:23]=[CH:22][C:21]([C:19]([NH:18][CH2:17][C:14]2[CH:13]=[CH:12][C:11]([O:10][C:8]3[CH:7]=[CH:6][C:5]([NH:27][S:28]([C:31]4[CH:32]=[CH:33][C:34]([CH3:37])=[CH:35][CH:36]=4)(=[O:30])=[O:29])=[C:4]([CH:9]=3)[C:3]([OH:38])=[O:2])=[CH:16][CH:15]=2)=[O:20])=[CH:26][CH:25]=1. (8) Given the reactants [NH:1]1[CH2:7][CH2:6][CH2:5][C@H:2]1[CH2:3][OH:4].[CH:8]1[C:20]2[CH:19]([CH2:21][O:22][C:23](ON3C(=O)CCC3=O)=[O:24])[C:18]3[C:13](=[CH:14][CH:15]=[CH:16][CH:17]=3)[C:12]=2[CH:11]=[CH:10][CH:9]=1, predict the reaction product. The product is: [C:23]([N:1]1[CH2:7][CH2:6][CH2:5][C@H:2]1[CH2:3][OH:4])([O:22][CH2:21][CH:19]1[C:18]2[C:13](=[CH:14][CH:15]=[CH:16][CH:17]=2)[C:12]2[C:20]1=[CH:8][CH:9]=[CH:10][CH:11]=2)=[O:24]. (9) Given the reactants [CH2:1]([C:3]1[C:4]2[CH:5]=[C:6]([CH3:27])[C:7]([NH:15][C:16]3[CH:26]=[CH:25][C:19]([C:20]([O:22][CH2:23][CH3:24])=[O:21])=[CH:18][CH:17]=3)=[CH:8][C:9]=2[C:10]([CH3:14])([CH3:13])[CH2:11][CH:12]=1)[CH3:2].[CH:28](=O)[CH3:29], predict the reaction product. The product is: [CH2:28]([N:15]([C:7]1[C:6]([CH3:27])=[CH:5][C:4]2[C:3]([CH2:1][CH3:2])=[CH:12][CH2:11][C:10]([CH3:13])([CH3:14])[C:9]=2[CH:8]=1)[C:16]1[CH:17]=[CH:18][C:19]([C:20]([O:22][CH2:23][CH3:24])=[O:21])=[CH:25][CH:26]=1)[CH3:29].